Dataset: Forward reaction prediction with 1.9M reactions from USPTO patents (1976-2016). Task: Predict the product of the given reaction. (1) Given the reactants [CH3:1][N:2]([CH2:10][CH2:11][N:12]([CH3:37])[CH2:13][C:14]1[C:15]([CH:25]2[CH2:30][CH2:29][N:28]([C:31](=[O:36])[CH2:32][CH:33]([CH3:35])[CH3:34])[CH2:27][CH2:26]2)=[N:16][N:17](C2CCCCO2)[CH:18]=1)C(=O)OC(C)(C)C.O.CC#N, predict the reaction product. The product is: [CH3:34][CH:33]([CH3:35])[CH2:32][C:31]([N:28]1[CH2:27][CH2:26][CH:25]([C:15]2[C:14]([CH2:13][N:12]([CH3:37])[CH2:11][CH2:10][NH:2][CH3:1])=[CH:18][NH:17][N:16]=2)[CH2:30][CH2:29]1)=[O:36]. (2) Given the reactants [NH2:1][C:2]1[CH:9]=[CH:8][C:5]([CH:6]=[O:7])=[CH:4][C:3]=1[N+:10]([O-:12])=[O:11].[Br:13]Br.C(O)(=O)C, predict the reaction product. The product is: [NH2:1][C:2]1[C:3]([N+:10]([O-:12])=[O:11])=[CH:4][C:5]([CH:6]=[O:7])=[CH:8][C:9]=1[Br:13]. (3) Given the reactants [CH3:1][C:2]1[C:10]2[C:9]([C:11]([OH:13])=O)=[CH:8][C:7]([CH3:14])=[N:6][C:5]=2[N:4]([C:15]2[CH:20]=[CH:19][CH:18]=[CH:17][CH:16]=2)[N:3]=1.[NH2:21][C:22]1[C:23]([O:29][CH3:30])=[N:24][CH:25]=[CH:26][C:27]=1[CH3:28].CCN(C(C)C)C(C)C.CN(C(ON1N=NC2C=CC=NC1=2)=[N+](C)C)C.F[P-](F)(F)(F)(F)F, predict the reaction product. The product is: [CH3:30][O:29][C:23]1[C:22]([NH:21][C:11]([C:9]2[C:10]3[C:2]([CH3:1])=[N:3][N:4]([C:15]4[CH:16]=[CH:17][CH:18]=[CH:19][CH:20]=4)[C:5]=3[N:6]=[C:7]([CH3:14])[CH:8]=2)=[O:13])=[C:27]([CH3:28])[CH:26]=[CH:25][N:24]=1. (4) Given the reactants C1([O:7][C:8](=O)[NH:9][C:10]2[CH:15]=[CH:14][C:13]([C:16]3[C:26]4[C:25](=[O:27])[N:24]([CH:28]5[CH2:33][CH2:32][O:31][CH2:30][CH2:29]5)[CH2:23][C:22]([CH3:35])([CH3:34])[O:21][C:20]=4[N:19]=[C:18]([N:36]4[CH2:42][CH:41]5[O:43][CH:38]([CH2:39][CH2:40]5)[CH2:37]4)[N:17]=3)=[CH:12][CH:11]=2)C=CC=CC=1.[CH3:45][N:46]1[CH:50]=[CH:49][C:48]([NH2:51])=[N:47]1.CN(C=O)C, predict the reaction product. The product is: [CH3:35][C:22]1([CH3:34])[O:21][C:20]2[N:19]=[C:18]([N:36]3[CH2:37][CH:38]4[O:43][CH:41]([CH2:40][CH2:39]4)[CH2:42]3)[N:17]=[C:16]([C:13]3[CH:12]=[CH:11][C:10]([NH:9][C:8]([NH:51][C:48]4[CH:49]=[CH:50][N:46]([CH3:45])[N:47]=4)=[O:7])=[CH:15][CH:14]=3)[C:26]=2[C:25](=[O:27])[N:24]([CH:28]2[CH2:33][CH2:32][O:31][CH2:30][CH2:29]2)[CH2:23]1. (5) Given the reactants [C:1]([C:5]1[N:6]=[C:7]([N:16]2[CH2:20][CH2:19][C:18]([F:22])([F:21])[CH2:17]2)[C:8]2[N:13]=[N:12][N:11]([CH2:14][CH3:15])[C:9]=2[N:10]=1)([CH3:4])([CH3:3])[CH3:2].C(C1N=C(N2CCC(F)(F)C2)C2N=NNC=2N=1)(C)(C)C.ClC[C:45]1[N:49](C)[N:48]=[C:47]([CH3:51])[CH:46]=1, predict the reaction product. The product is: [C:1]([C:5]1[N:6]=[C:7]([N:16]2[CH2:20][CH2:19][C:18]([F:21])([F:22])[CH2:17]2)[C:8]2[N:13]=[N:12][N:11]([CH2:14][C:15]3[N:49]([CH3:45])[N:48]=[C:47]([CH3:51])[CH:46]=3)[C:9]=2[N:10]=1)([CH3:2])([CH3:3])[CH3:4]. (6) The product is: [F:1][C:2]1[CH:7]=[CH:6][C:5]([CH:8]([OH:16])[CH2:9][C:10]2[N:14]([CH3:15])[CH:13]=[N:12][CH:11]=2)=[CH:4][CH:3]=1. Given the reactants [F:1][C:2]1[CH:7]=[CH:6][C:5]([C:8](=[O:16])[CH2:9][C:10]2[N:14]([CH3:15])[CH:13]=[N:12][CH:11]=2)=[CH:4][CH:3]=1.[BH4-].[Na+], predict the reaction product. (7) Given the reactants [NH2:1][C:2]1[C:6]2[C:7](=[O:32])[N:8]([C:23]3[C:30]([F:31])=[CH:29][CH:28]=[CH:27][C:24]=3[C:25]#[N:26])[CH:9]=[C:10]([C:11]3[CH:15]=[C:14]([C:16]4[CH2:17][CH2:18][O:19][CH2:20][CH:21]=4)[N:13]([CH3:22])[N:12]=3)[C:5]=2[NH:4][N:3]=1, predict the reaction product. The product is: [NH2:1][C:2]1[C:6]2[C:7](=[O:32])[N:8]([C:23]3[C:30]([F:31])=[CH:29][CH:28]=[CH:27][C:24]=3[C:25]#[N:26])[CH:9]=[C:10]([C:11]3[CH:15]=[C:14]([CH:16]4[CH2:17][CH2:18][O:19][CH2:20][CH2:21]4)[N:13]([CH3:22])[N:12]=3)[C:5]=2[NH:4][N:3]=1. (8) Given the reactants C(OC([N:11]1[CH2:16][CH2:15][CH:14]([CH:17]([NH:25][C:26]([O:28][C:29]([CH3:32])([CH3:31])[CH3:30])=[O:27])C2C=CC(Cl)=CC=2)[CH2:13][CH2:12]1)=O)C1C=CC=CC=1.[H][H].[CH2:35](O)[CH3:36], predict the reaction product. The product is: [C:29]([O:28][C:26](=[O:27])[N:25]([C:36]1[CH:35]=[CH:15][CH:14]=[CH:13][CH:12]=1)[CH2:17][CH:14]1[CH2:13][CH2:12][NH:11][CH2:16][CH2:15]1)([CH3:30])([CH3:31])[CH3:32]. (9) Given the reactants Cl.[NH2:2][CH2:3][C:4]1[CH:5]=[CH:6][C:7]([Cl:28])=[C:8]([C:10]2[NH:14][C:13](=[O:15])[N:12]([C:16]3[CH:25]=[CH:24][C:19]([C:20]([O:22][CH3:23])=[O:21])=[C:18]([O:26][CH3:27])[CH:17]=3)[N:11]=2)[CH:9]=1.CCN(C(C)C)C(C)C.[CH:38]1([C:41](Cl)=[O:42])[CH2:40][CH2:39]1, predict the reaction product. The product is: [Cl:28][C:7]1[CH:6]=[CH:5][C:4]([CH2:3][NH:2][C:41]([CH:38]2[CH2:40][CH2:39]2)=[O:42])=[CH:9][C:8]=1[C:10]1[NH:14][C:13](=[O:15])[N:12]([C:16]2[CH:25]=[CH:24][C:19]([C:20]([O:22][CH3:23])=[O:21])=[C:18]([O:26][CH3:27])[CH:17]=2)[N:11]=1.